This data is from Catalyst prediction with 721,799 reactions and 888 catalyst types from USPTO. The task is: Predict which catalyst facilitates the given reaction. (1) The catalyst class is: 1. Product: [Cl:1][C:2]1[N:7]=[C:6]2[CH:8]=[C:9]([CH:20]=[O:21])[NH:10][C:5]2=[CH:4][CH:3]=1. Reactant: [Cl:1][C:2]1[N:7]=[C:6]2[CH:8]=[C:9]([CH:20]=[O:21])[N:10](S(C3C=CC=CC=3)(=O)=O)[C:5]2=[CH:4][CH:3]=1.[OH-].[Na+].CO.[NH4+].[Cl-]. (2) Reactant: [O:1]=[C:2]1[C:8]2=[CH:9][C:10]3[CH:11]=[CH:12][C:13]([C:16]([OH:18])=O)=[CH:14][C:15]=3[N:7]2[CH2:6][CH2:5][CH2:4][NH:3]1.F[B-](F)(F)F.N1(OC(=[N+](C)C)N(C)C)C2C=CC=CC=2N=N1.[Cl:41][C:42]1[CH:43]=[C:44]([NH2:48])[CH:45]=[CH:46][CH:47]=1.C(N(CC)CC)C. The catalyst class is: 18. Product: [Cl:41][C:42]1[CH:43]=[C:44]([NH:48][C:16]([C:13]2[CH:12]=[CH:11][C:10]3[CH:9]=[C:8]4[C:2](=[O:1])[NH:3][CH2:4][CH2:5][CH2:6][N:7]4[C:15]=3[CH:14]=2)=[O:18])[CH:45]=[CH:46][CH:47]=1. (3) Reactant: [Cl:1][C:2]1[CH:7]=[C:6]([Cl:8])[CH:5]=[CH:4][C:3]=1[S:9]([N:12]([CH2:14][C:15]1[O:19][CH:18]=[C:17]([C:20](O)=[O:21])[CH:16]=1)[CH3:13])(=[O:11])=[O:10].C1N=CN(C(N2C=NC=C2)=O)C=1.[NH:35]1[CH2:39][CH2:38][N:37]=[C:36]1[C:40]1[CH:45]=[CH:44][C:43]([CH2:46][NH:47][CH3:48])=[CH:42][CH:41]=1.Cl. Product: [Cl:1][C:2]1[CH:7]=[C:6]([Cl:8])[CH:5]=[CH:4][C:3]=1[S:9]([N:12]([CH2:14][C:15]1[O:19][CH:18]=[C:17]([C:20]([N:47]([CH2:46][C:43]2[CH:44]=[CH:45][C:40]([C:36]3[NH:37][CH2:38][CH2:39][N:35]=3)=[CH:41][CH:42]=2)[CH3:48])=[O:21])[CH:16]=1)[CH3:13])(=[O:10])=[O:11]. The catalyst class is: 26. (4) Reactant: [F:1][C:2]1[CH:16]=[CH:15][C:5]([C:6]([NH:8][C:9]2[CH:14]=[CH:13][CH:12]=[CH:11][CH:10]=2)=[O:7])=[CH:4][C:3]=1[N+:17]([O-])=O. The catalyst class is: 183. Product: [NH2:17][C:3]1[CH:4]=[C:5]([CH:15]=[CH:16][C:2]=1[F:1])[C:6]([NH:8][C:9]1[CH:14]=[CH:13][CH:12]=[CH:11][CH:10]=1)=[O:7]. (5) The catalyst class is: 5. Product: [CH3:22][S:18]([C:10]1[N:9]=[C:8]([C:6]2[CH:5]=[CH:4][N:3]=[C:2]([CH3:1])[CH:7]=2)[CH:13]=[CH:12][N:11]=1)(=[O:20])=[O:17]. Reactant: [CH3:1][C:2]1[CH:7]=[C:6]([C:8]2[CH:13]=[CH:12][N:11]=[C:10](SC)[N:9]=2)[CH:5]=[CH:4][N:3]=1.O[O:17][S:18]([O-:20])=O.[K+].[C:22]([O-])(O)=O.[Na+]. (6) Reactant: [CH3:1][O:2][C:3]1[CH:8]=[CH:7][C:6]([S:9]([N:12]2[CH2:18][C:17]3[CH:19]=[CH:20][C:21]([C:23]([O:25]C(C)C)=O)=[N:22][C:16]=3[O:15][CH2:14][CH2:13]2)(=[O:11])=[O:10])=[CH:5][CH:4]=1.[NH2:29][OH:30].[OH-].[Na+].Cl. Product: [OH:30][NH:29][C:23]([C:21]1[CH:20]=[CH:19][C:17]2[CH2:18][N:12]([S:9]([C:6]3[CH:7]=[CH:8][C:3]([O:2][CH3:1])=[CH:4][CH:5]=3)(=[O:10])=[O:11])[CH2:13][CH2:14][O:15][C:16]=2[N:22]=1)=[O:25]. The catalyst class is: 36. (7) Reactant: [NH2:1][C:2]1[C:7](I)=[C:6]([O:9][CH2:10][CH3:11])[N:5]=[C:4]([C:12]([NH:14][CH2:15][C:16]2[CH:21]=[CH:20][C:19]([S:22]([CH3:25])(=[O:24])=[O:23])=[CH:18][CH:17]=2)=[O:13])[CH:3]=1.[C:26]([Si:28]([CH3:31])([CH3:30])[CH3:29])#[CH:27].C(N([CH2:37][CH3:38])CC)C. Product: [CH3:25][S:22]([C:19]1[CH:20]=[CH:21][C:16]([CH2:15][NH:14][C:12]([C:4]2[CH:3]=[C:2]([NH2:1])[C:7]([C:37]([Si:28]([CH3:30])([CH3:29])[CH3:26])=[CH:38][C:27]#[C:26][Si:28]([CH3:31])([CH3:30])[CH3:29])=[C:6]([O:9][CH2:10][CH3:11])[N:5]=2)=[O:13])=[CH:17][CH:18]=1)(=[O:24])=[O:23]. The catalyst class is: 590. (8) Reactant: Cl[CH2:2][C:3]1[CH:8]=[CH:7][C:6]([C:9]2[NH:26][C:12]3[N:13]=[CH:14][N:15]=[C:16]([NH:17][C@@H:18]([C:20]4[CH:25]=[CH:24][CH:23]=[CH:22][CH:21]=4)[CH3:19])[C:11]=3[CH:10]=2)=[CH:5][CH:4]=1.[CH3:27][N:28]1[CH2:33][CH2:32][NH:31][CH2:30][CH2:29]1.C(=O)([O-])[O-].[K+].[K+]. Product: [CH3:27][N:28]1[CH2:33][CH2:32][N:31]([CH2:2][C:3]2[CH:8]=[CH:7][C:6]([C:9]3[NH:26][C:12]4[N:13]=[CH:14][N:15]=[C:16]([NH:17][C@@H:18]([C:20]5[CH:25]=[CH:24][CH:23]=[CH:22][CH:21]=5)[CH3:19])[C:11]=4[CH:10]=3)=[CH:5][CH:4]=2)[CH2:30][CH2:29]1. The catalyst class is: 3. (9) Product: [Br:23][C:19]1[CH:18]=[CH:17][C:16]2[N:21]([CH:1]=[CH:2][N:15]=2)[C:20]=1[CH3:22]. The catalyst class is: 33. Reactant: [CH2:1](OC(OCC)CBr)[CH3:2].C([O-])(O)=O.[Na+].[NH2:15][C:16]1[N:21]=[C:20]([CH3:22])[C:19]([Br:23])=[CH:18][CH:17]=1. (10) Reactant: C([O:3][C:4](=[O:35])[CH:5]([C:9]1[C:14]([F:15])=[CH:13][CH:12]=[C:11]([O:16][Si](C(C)(C)C)(C2C=CC=CC=2)C2C=CC=CC=2)[C:10]=1[F:34])[O:6][CH2:7][CH3:8])C.O.O[Li].O. Product: [F:34][C:10]1[C:11]([OH:16])=[CH:12][CH:13]=[C:14]([F:15])[C:9]=1[CH:5]([O:6][CH2:7][CH3:8])[C:4]([OH:35])=[O:3]. The catalyst class is: 36.